Predict the reaction yield, written as a fraction of the theoretical maximum amount of product (1.0 means a 100% yield; for example, 0.34 means a 34% yield). From a dataset of Reaction yield outcomes from USPTO patents with 853,638 reactions. (1) The reactants are [F:1][C:2]([F:20])([F:19])[O:3][C:4]1[CH:5]=[CH:6][C:7]2[O:12][CH:11]([C:13]([O:15]CC)=[O:14])[CH2:10][NH:9][C:8]=2[CH:18]=1.C([O-])([O-])=O.[K+].[K+].[I-].[Na+].Br[CH2:30][C:31]1[CH:36]=[CH:35][C:34]([O:37][CH3:38])=[CH:33][CH:32]=1. The catalyst is CN(C=O)C. The product is [CH3:38][O:37][C:34]1[CH:35]=[CH:36][C:31]([CH2:30][N:9]2[CH2:10][CH:11]([C:13]([OH:15])=[O:14])[O:12][C:7]3[CH:6]=[CH:5][C:4]([O:3][C:2]([F:1])([F:19])[F:20])=[CH:18][C:8]2=3)=[CH:32][CH:33]=1. The yield is 0.584. (2) The reactants are Br[CH2:2][C:3]1[CH:10]=[C:9]([F:11])[CH:8]=[CH:7][C:4]=1[C:5]#[N:6].[CH3:12][O-:13].[Na+]. The catalyst is CO. The product is [F:11][C:9]1[CH:8]=[CH:7][C:4]([C:5]#[N:6])=[C:3]([CH2:2][O:13][CH3:12])[CH:10]=1. The yield is 0.280. (3) The reactants are [C:1]([O:5][C:6]([N:8]1[C:12]2[N:13]=[C:14]([C:18]3[CH:23]=[CH:22][CH:21]=[CH:20][CH:19]=3)[N:15]=[C:16]([Cl:17])[C:11]=2[CH:10]=[C:9]1[CH:24]=O)=[O:7])([CH3:4])([CH3:3])[CH3:2].Cl.[CH2:27]([O:34][NH2:35])[C:28]1[CH:33]=[CH:32][CH:31]=[CH:30][CH:29]=1.N1C=CC=CC=1.[NH4+].[Cl-]. The catalyst is C(Cl)Cl. The product is [C:1]([O:5][C:6]([N:8]1[C:12]2[N:13]=[C:14]([C:18]3[CH:23]=[CH:22][CH:21]=[CH:20][CH:19]=3)[N:15]=[C:16]([Cl:17])[C:11]=2[CH:10]=[C:9]1[CH:24]=[N:35][O:34][CH2:27][C:28]1[CH:33]=[CH:32][CH:31]=[CH:30][CH:29]=1)=[O:7])([CH3:4])([CH3:3])[CH3:2]. The yield is 0.480. (4) The reactants are [O:1]1[C:5]2[CH:6]=[CH:7][C:8]([CH:10]=[O:11])=[CH:9][C:4]=2[CH2:3][CH2:2]1.C([O-])(=O)C.[Na+].[Br:17]Br. The catalyst is C(O)(=O)C.C([O-])(O)=O.[Na+]. The product is [Br:17][C:6]1[C:5]2[O:1][CH2:2][CH2:3][C:4]=2[CH:9]=[C:8]([CH:10]=[O:11])[CH:7]=1. The yield is 0.910. (5) The reactants are [Cl:1][C:2]1[CH:7]=[CH:6][C:5]([C:8]2(O)[C:13]3[CH:14]=[C:15]([C:17]4[CH:22]=[CH:21][N:20]=[CH:19][CH:18]=4)[S:16][C:12]=3[S:11](=[O:24])(=[O:23])[NH:10][CH2:9]2)=[CH:4][CH:3]=1.C([SiH](CC)CC)C.FC(F)(F)S(O)(=O)=O.C([O-])(O)=O.[Na+]. The catalyst is ClCCCl. The product is [Cl:1][C:2]1[CH:7]=[CH:6][C:5]([C:8]2[C:13]3[CH:14]=[C:15]([C:17]4[CH:18]=[CH:19][N:20]=[CH:21][CH:22]=4)[S:16][C:12]=3[S:11](=[O:24])(=[O:23])[NH:10][CH:9]=2)=[CH:4][CH:3]=1. The yield is 0.420.